From a dataset of Reaction yield outcomes from USPTO patents with 853,638 reactions. Predict the reaction yield, written as a fraction of the theoretical maximum amount of product (1.0 means a 100% yield; for example, 0.34 means a 34% yield). (1) The reactants are [CH:1]([C:3]1[CH:12]=[CH:11][C:6]([C:7]([O:9]C)=[O:8])=[CH:5][CH:4]=1)=O.[F:13][C:14]([F:31])([F:30])[CH2:15]P(=O)(C1C=CC=CC=1)C1C=CC=CC=1. No catalyst specified. The product is [F:13][C:14]([F:31])([F:30])[CH:15]=[CH:1][C:3]1[CH:12]=[CH:11][C:6]([C:7]([OH:9])=[O:8])=[CH:5][CH:4]=1. The yield is 0.600. (2) The reactants are [F:1][C:2]1[C:10]([N+:11]([O-:13])=[O:12])=[CH:9][CH:8]=[C:7]([F:14])[C:3]=1[C:4]([OH:6])=[O:5].[N+](=[CH2:17])=[N-].[Si](C=[N+]=[N-])(C)(C)C.N#N. The catalyst is CO. The product is [F:1][C:2]1[C:10]([N+:11]([O-:13])=[O:12])=[CH:9][CH:8]=[C:7]([F:14])[C:3]=1[C:4]([O:6][CH3:17])=[O:5]. The yield is 0.990. (3) The reactants are [C:1]([C@H:4]([N:9]([CH2:20][C:21]1[CH:32]=[CH:31][C:24]([CH2:25]OS(C)(=O)=O)=[CH:23][CH:22]=1)[S:10]([C:13]1[CH:18]=[CH:17][C:16]([Cl:19])=[CH:15][CH:14]=1)(=[O:12])=[O:11])[CH2:5][CH:6]([CH3:8])[CH3:7])(=[O:3])[NH2:2].C[CH2:34][N:35](CC)[CH2:36]C.CNC. The catalyst is C(Cl)Cl. The product is [Cl:19][C:16]1[CH:15]=[CH:14][C:13]([S:10]([N:9]([C@H:4]([CH2:5][CH:6]([CH3:7])[CH3:8])[C:1]([NH2:2])=[O:3])[CH2:20][C:21]2[CH:22]=[CH:23][C:24]([CH2:25][N:35]([CH3:36])[CH3:34])=[CH:31][CH:32]=2)(=[O:12])=[O:11])=[CH:18][CH:17]=1. The yield is 0.710. (4) The reactants are [CH3:1][N:2]([CH2:10][CH2:11][N:12]1[CH2:17][CH2:16][S:15][C:14]2[CH:18]=[C:19]([N+:22]([O-])=O)[CH:20]=[CH:21][C:13]1=2)[C:3](=[O:9])[O:4][C:5]([CH3:8])([CH3:7])[CH3:6].O.NN. The catalyst is CO.[Ni]. The product is [NH2:22][C:19]1[CH:20]=[CH:21][C:13]2[N:12]([CH2:11][CH2:10][N:2]([CH3:1])[C:3](=[O:9])[O:4][C:5]([CH3:6])([CH3:7])[CH3:8])[CH2:17][CH2:16][S:15][C:14]=2[CH:18]=1. The yield is 0.980. (5) The product is [Cl:20][C:5]1[C:6]([NH:8][C:9]2[C:18]([F:19])=[CH:17][CH:16]=[CH:15][C:10]=2[C:11]([NH:13][CH3:14])=[O:12])=[N:7][C:2]([NH:21][C:22]2[CH:37]=[CH:36][C:25]3[N:26]([CH2:34][CH3:35])[C:27](=[O:33])[CH2:28][CH2:29][C:30]([CH3:31])([CH3:32])[C:24]=3[CH:23]=2)=[N:3][CH:4]=1. The yield is 0.560. The reactants are Cl[C:2]1[N:7]=[C:6]([NH:8][C:9]2[C:18]([F:19])=[CH:17][CH:16]=[CH:15][C:10]=2[C:11]([NH:13][CH3:14])=[O:12])[C:5]([Cl:20])=[CH:4][N:3]=1.[NH2:21][C:22]1[CH:37]=[CH:36][C:25]2[N:26]([CH2:34][CH3:35])[C:27](=[O:33])[CH2:28][CH2:29][C:30]([CH3:32])([CH3:31])[C:24]=2[CH:23]=1.CC1(C)[C@]2(CS(O)(=O)=O)C(C[C@H]1CC2)=O. The catalyst is C(O)(C)C. (6) The reactants are [O:1]1[C:6]2[CH:7]=[CH:8][C:9]([C:11]3[C:16](F)=[CH:15][CH:14]=[C:13]([C:18]([F:21])([F:20])[F:19])[C:12]=3[C:22](=[O:26])[C:23]([OH:25])=[O:24])=[CH:10][C:5]=2[CH2:4][CH2:3][CH2:2]1.[C:27]1([C:33]2[CH:37]=[CH:36][NH:35][N:34]=2)[CH:32]=[CH:31][CH:30]=[CH:29][CH:28]=1.[H-].[Na+].Cl.[CH3:41][Si](C=[N+]=[N-])(C)C.C(OCC)C. The product is [O:1]1[C:6]2[CH:7]=[CH:8][C:9]([C:11]3[C:16]([N:35]4[CH:36]=[CH:37][C:33]([C:27]5[CH:28]=[CH:29][CH:30]=[CH:31][CH:32]=5)=[N:34]4)=[CH:15][CH:14]=[C:13]([C:18]([F:19])([F:21])[F:20])[C:12]=3[C:22](=[O:26])[C:23]([O:25][CH3:41])=[O:24])=[CH:10][C:5]=2[CH2:4][CH2:3][CH2:2]1. The yield is 0.240. The catalyst is CC(N(C)C)=O.O.C(O)(=O)C. (7) The reactants are [O:1]1[CH2:6][CH2:5][CH:4]=[CH:3][C:2]1=[O:7].CO[CH2:10][N:11]([CH2:17][C:18]1[CH:23]=[CH:22][CH:21]=[CH:20][CH:19]=1)[CH2:12][Si](C)(C)C.C(O)(C(F)(F)F)=O. The catalyst is C(Cl)Cl. The product is [CH2:17]([N:11]1[CH2:12][CH:4]2[CH2:5][CH2:6][O:1][C:2](=[O:7])[CH:3]2[CH2:10]1)[C:18]1[CH:23]=[CH:22][CH:21]=[CH:20][CH:19]=1. The yield is 0.829. (8) The reactants are Cl[C:2]1[CH:3]=[C:4]([C:17]2[N:22]=[C:21]([CH3:23])[N:20]=[C:19]([N:24]([CH2:34][C:35]3[CH:40]=[CH:39][C:38]([O:41][CH3:42])=[CH:37][CH:36]=3)[CH2:25][C:26]3[CH:31]=[CH:30][C:29]([O:32][CH3:33])=[CH:28][CH:27]=3)[N:18]=2)[C:5]([NH:8][C:9]2[CH:10]=[N:11][C:12]([O:15][CH3:16])=[CH:13][CH:14]=2)=[N:6][CH:7]=1.C1(P(C2CCCCC2)C2C=CC=CC=2C2C(CCC)=CC(CCC)=CC=2CCC)CCCCC1.C(=O)([O-])[O-].[Cs+].[Cs+].[B-](F)(F)(F)[CH2:84][N:85]1[CH2:90][CH2:89][N:88]([CH3:91])[CH2:87][CH2:86]1.[K+]. The catalyst is C([O-])(=O)C.[Pd+2].C([O-])(=O)C. The product is [CH3:33][O:32][C:29]1[CH:30]=[CH:31][C:26]([CH2:25][N:24]([CH2:34][C:35]2[CH:40]=[CH:39][C:38]([O:41][CH3:42])=[CH:37][CH:36]=2)[C:19]2[N:18]=[C:17]([C:4]3[C:5]([NH:8][C:9]4[CH:10]=[N:11][C:12]([O:15][CH3:16])=[CH:13][CH:14]=4)=[N:6][CH:7]=[C:2]([CH2:84][N:85]4[CH2:90][CH2:89][N:88]([CH3:91])[CH2:87][CH2:86]4)[CH:3]=3)[N:22]=[C:21]([CH3:23])[N:20]=2)=[CH:27][CH:28]=1. The yield is 0.890. (9) The yield is 0.250. The catalyst is C(Cl)Cl. The reactants are [OH:1][C:2]([C:10]1[O:11][C:12]2[CH:18]=[CH:17][C:16]([CH2:19][C:20](O)=[O:21])=[CH:15][C:13]=2[CH:14]=1)([C:4]1[CH:9]=[CH:8][N:7]=[CH:6][CH:5]=1)[CH3:3].CN(C(ON1N=NC2C=CC=NC1=2)=[N+](C)C)C.F[P-](F)(F)(F)(F)F.CCN(C(C)C)C(C)C.[CH3:56][N:57]1[C:63]2[CH:64]=[C:65]([CH3:68])[CH:66]=[CH:67][C:62]=2[CH:61]([C:69]2[CH:74]=[CH:73][CH:72]=[CH:71][CH:70]=2)[NH:60][CH2:59][CH2:58]1. The product is [CH3:56][N:57]1[C:63]2[CH:64]=[C:65]([CH3:68])[CH:66]=[CH:67][C:62]=2[CH:61]([C:69]2[CH:74]=[CH:73][CH:72]=[CH:71][CH:70]=2)[N:60]([C:20](=[O:21])[CH2:19][C:16]2[CH:17]=[CH:18][C:12]3[O:11][C:10]([C:2]([OH:1])([C:4]4[CH:9]=[CH:8][N:7]=[CH:6][CH:5]=4)[CH3:3])=[CH:14][C:13]=3[CH:15]=2)[CH2:59][CH2:58]1. (10) The reactants are [Cl:1][C:2]1[CH:7]=[CH:6][C:5]([C:8]2[O:9][C:10]3[CH:19]=[C:18]([N+:20]([O-:22])=[O:21])[C:17](OS(C(F)(F)F)(=O)=O)=[CH:16][C:11]=3[C:12]=2[C:13]([O-:15])=[O:14])=[CH:4][CH:3]=1.[F-].[K+].[Na+].[Br-].[CH:35]1(B(O)O)[CH2:37][CH2:36]1.[C:41]1(C)C=CC=C[CH:42]=1. The catalyst is C1C=CC([P]([Pd]([P](C2C=CC=CC=2)(C2C=CC=CC=2)C2C=CC=CC=2)([P](C2C=CC=CC=2)(C2C=CC=CC=2)C2C=CC=CC=2)[P](C2C=CC=CC=2)(C2C=CC=CC=2)C2C=CC=CC=2)(C2C=CC=CC=2)C2C=CC=CC=2)=CC=1.O. The product is [Cl:1][C:2]1[CH:3]=[CH:4][C:5]([C:8]2[O:9][C:10]3[CH:19]=[C:18]([N+:20]([O-:22])=[O:21])[C:17]([CH:35]4[CH2:37][CH2:36]4)=[CH:16][C:11]=3[C:12]=2[C:13]([O:15][CH2:41][CH3:42])=[O:14])=[CH:6][CH:7]=1. The yield is 0.990.